This data is from Forward reaction prediction with 1.9M reactions from USPTO patents (1976-2016). The task is: Predict the product of the given reaction. (1) Given the reactants [F:1][C:2]1[CH:3]=[C:4]([S:9]([OH:11])=[O:10])[CH:5]=[CH:6][C:7]=1[F:8].C(N(CC)CC)C.Br[CH:20]1[CH2:23][CH2:22][CH2:21]1.[I-].[Na+], predict the reaction product. The product is: [CH:20]1([S:9]([C:4]2[CH:5]=[CH:6][C:7]([F:8])=[C:2]([F:1])[CH:3]=2)(=[O:11])=[O:10])[CH2:23][CH2:22][CH2:21]1. (2) Given the reactants [F:1][C:2]1[C:3]([O:33]CC2C=CC=CC=2)=[C:4]([C:8]2[N:13]([CH2:14][CH2:15][C:16]3[CH:21]=[CH:20][CH:19]=[CH:18][CH:17]=3)[C:12](=[O:22])[C:11]([C:23]3[S:24][C:25]4[CH2:31][CH2:30][CH2:29][CH2:28][C:26]=4[N:27]=3)=[C:10]([CH3:32])[N:9]=2)[CH:5]=[CH:6][CH:7]=1.Br, predict the reaction product. The product is: [F:1][C:2]1[C:3]([OH:33])=[C:4]([C:8]2[N:13]([CH2:14][CH2:15][C:16]3[CH:17]=[CH:18][CH:19]=[CH:20][CH:21]=3)[C:12](=[O:22])[C:11]([C:23]3[S:24][C:25]4[CH2:31][CH2:30][CH2:29][CH2:28][C:26]=4[N:27]=3)=[C:10]([CH3:32])[N:9]=2)[CH:5]=[CH:6][CH:7]=1. (3) Given the reactants [N:1]1[C:6]2[S:7][CH:8]=[CH:9][C:5]=2[C:4](=[O:10])[NH:3][CH:2]=1.C1CN([P+](O[N:28]2[N:36]=[N:35][C:30]3[CH:31]=[CH:32][CH:33]=[N:34][C:29]2=3)(N2CCCC2)N2CCCC2)CC1.F[P-](F)(F)(F)(F)F.C1CCN2C(=NCCC2)CC1, predict the reaction product. The product is: [N:35]1[C:30]2[C:29](=[N:34][CH:33]=[CH:32][CH:31]=2)[N:28]([O:10][C:4]2[C:5]3[CH:9]=[CH:8][S:7][C:6]=3[N:1]=[CH:2][N:3]=2)[N:36]=1.